From a dataset of Catalyst prediction with 721,799 reactions and 888 catalyst types from USPTO. Predict which catalyst facilitates the given reaction. (1) Reactant: [Cl:1][C:2]1[CH:7]=[C:6]([C:8]2[N:13]=[C:12](O)[N:11]3[CH:15]=[CH:16][N:17]=[C:10]3[CH:9]=2)[CH:5]=[CH:4][N:3]=1.O=P(Cl)(Cl)[Cl:20].CCN(C(C)C)C(C)C. Product: [Cl:20][C:12]1[N:11]2[CH:15]=[CH:16][N:17]=[C:10]2[CH:9]=[C:8]([C:6]2[CH:5]=[CH:4][N:3]=[C:2]([Cl:1])[CH:7]=2)[N:13]=1. The catalyst class is: 2. (2) Reactant: [NH2:1][CH:2]([CH2:5][C:6]1[CH:11]=[CH:10][C:9]([I:12])=[CH:8][CH:7]=1)[CH2:3][OH:4].I[CH3:14]. Product: [I:12][C:9]1[CH:8]=[CH:7][C:6]([CH2:5][CH:2]([NH2:1])[CH2:3][O:4][CH3:14])=[CH:11][CH:10]=1. The catalyst class is: 1. (3) Reactant: [Cl:1][C:2]1[CH:3]=[CH:4][C:5]2[O:10][CH2:9][CH:8]3[C:11]([CH2:26][CH2:27][CH2:28][OH:29])([C:20]4[CH:25]=[CH:24][CH:23]=[CH:22][CH:21]=4)[C:12]([C:14](N(OC)C)=[O:15])=[N:13][N:7]3[C:6]=2[CH:30]=1.[CH3:31][Mg]Br. Product: [Cl:1][C:2]1[CH:3]=[CH:4][C:5]2[O:10][CH2:9][CH:8]3[C:11]([CH2:26][CH2:27][CH2:28][OH:29])([C:20]4[CH:25]=[CH:24][CH:23]=[CH:22][CH:21]=4)[C:12]([C:14](=[O:15])[CH3:31])=[N:13][N:7]3[C:6]=2[CH:30]=1. The catalyst class is: 1. (4) Reactant: Br[C:2]1[C:7]([O:8][CH2:9][C:10]2[C:15]([O:16][CH3:17])=[CH:14][CH:13]=[C:12]([F:18])[C:11]=2[F:19])=[CH:6][C:5]([N+:20]([O-:22])=[O:21])=[C:4]([Cl:23])[CH:3]=1.[CH2:24]([Sn](CCCC)(CCCC)CCCC)[CH:25]=[CH2:26]. Product: [CH2:26]([C:2]1[C:7]([O:8][CH2:9][C:10]2[C:15]([O:16][CH3:17])=[CH:14][CH:13]=[C:12]([F:18])[C:11]=2[F:19])=[CH:6][C:5]([N+:20]([O-:22])=[O:21])=[C:4]([Cl:23])[CH:3]=1)[CH:25]=[CH2:24]. The catalyst class is: 77. (5) Reactant: [Br:1][C:2]1[CH:7]=[C:6]([C:8]([F:11])([F:10])[F:9])[CH:5]=[C:4]([Br:12])[C:3]=1[N:13]1[C:17]2[N:18]=[C:19]([CH3:32])[N:20]=[C:21]([N:22]3[CH2:31][CH2:30][C:25]4(OCC[O:26]4)[CH2:24][CH2:23]3)[C:16]=2[C:15]([CH3:33])=[C:14]1[CH3:34].Cl. Product: [Br:1][C:2]1[CH:7]=[C:6]([C:8]([F:9])([F:10])[F:11])[CH:5]=[C:4]([Br:12])[C:3]=1[N:13]1[C:17]2[N:18]=[C:19]([CH3:32])[N:20]=[C:21]([N:22]3[CH2:31][CH2:30][C:25](=[O:26])[CH2:24][CH2:23]3)[C:16]=2[C:15]([CH3:33])=[C:14]1[CH3:34]. The catalyst class is: 1. (6) Reactant: CO[C:3]1[CH:4]=[C:5]2[C:10](=[CH:11][C:12]=1OC)N=CN=C2O[C:3]1[CH:12]=[CH:11][C:10](N)=[CH:5][CH:4]=1.ClC(Cl)(OC(=O)OC(Cl)(Cl)Cl)Cl.[CH3:35][O:36][C:37]1[CH:38]=[C:39]2[C:44](=[CH:45][C:46]=1[O:47][CH3:48])[N:43]=CC=[C:40]2[O:49][C:50]1[CH:55]=[CH:54][C:53]([NH:56][C:57]([NH:59][CH:60]2[CH2:65][CH2:64][NH:63][CH2:62][CH2:61]2)=[O:58])=[CH:52][CH:51]=1.[C:66](=O)([O-])O.[Na+].[CH2:71]([N:73](CC)CC)C. Product: [CH3:35][O:36][C:37]1[CH:38]=[C:39]2[C:44](=[CH:45][C:46]=1[O:47][CH3:48])[N:43]=[CH:71][N:73]=[C:40]2[O:49][C:50]1[CH:51]=[CH:52][C:53]([NH:56][C:57]([NH:59][CH:60]2[CH2:61][CH2:62][N:63]([CH2:64][C:65]3[CH:5]=[CH:4][CH:3]=[CH:12][C:11]=3[CH3:10])[CH2:66]2)=[O:58])=[CH:54][CH:55]=1. The catalyst class is: 22. (7) Reactant: [NH2:1][C:2]1[CH:11]=[C:10]([C:12]([O-:14])=[O:13])[CH:9]=[CH:8][C:3]=1[C:4]([O:6][CH3:7])=[O:5].C(=O)([O-])[O-].[K+].[K+].[CH2:21](Br)[C:22]1[CH:27]=[CH:26][CH:25]=[CH:24][CH:23]=1.C(N(CC)CC)C. Product: [NH2:1][C:2]1[CH:11]=[C:10]([C:12]([O:14][CH2:21][C:22]2[CH:27]=[CH:26][CH:25]=[CH:24][CH:23]=2)=[O:13])[CH:9]=[CH:8][C:3]=1[C:4]([O:6][CH3:7])=[O:5]. The catalyst class is: 9.